From a dataset of Full USPTO retrosynthesis dataset with 1.9M reactions from patents (1976-2016). Predict the reactants needed to synthesize the given product. (1) Given the product [C:29]([O:28][C:27](=[O:33])[NH:26][C:20]([CH3:25])([CH2:21][CH:22]([CH3:23])[CH3:24])[CH2:19][O:18][C:2]1[CH:3]=[CH:4][C:5]2[C:14]3[C:9](=[CH:10][N:11]=[CH:12][CH:13]=3)[C:8](=[O:15])[N:7]([CH3:16])[C:6]=2[CH:17]=1)([CH3:32])([CH3:31])[CH3:30], predict the reactants needed to synthesize it. The reactants are: Cl[C:2]1[CH:3]=[CH:4][C:5]2[C:14]3[C:9](=[CH:10][N:11]=[CH:12][CH:13]=3)[C:8](=[O:15])[N:7]([CH3:16])[C:6]=2[CH:17]=1.[OH:18][CH2:19][C:20]([NH:26][C:27](=[O:33])[O:28][C:29]([CH3:32])([CH3:31])[CH3:30])([CH3:25])[CH2:21][CH:22]([CH3:24])[CH3:23]. (2) Given the product [C:1]([O:5][C:6](=[O:19])[NH:7][C:8]1[CH:13]=[CH:12][C:11]([CH:14]2[CH2:15][NH:16][S:20](=[O:22])(=[O:21])[NH:18][CH2:17]2)=[CH:10][CH:9]=1)([CH3:4])([CH3:2])[CH3:3], predict the reactants needed to synthesize it. The reactants are: [C:1]([O:5][C:6](=[O:19])[NH:7][C:8]1[CH:13]=[CH:12][C:11]([CH:14]([CH2:17][NH2:18])[CH2:15][NH2:16])=[CH:10][CH:9]=1)([CH3:4])([CH3:3])[CH3:2].[S:20](N)(N)(=[O:22])=[O:21]. (3) The reactants are: FC1C(N[C@@H](C(C)(C)C)CO)=NC(C2C3C(=NC=C(F)C=3)NC=2)=NC=1.[F:26][C:27]1[C:28]([NH:55][C@@H:56]([C:59]([CH3:62])([CH3:61])[CH3:60])[CH2:57][OH:58])=[N:29][C:30]([C:35]2[C:43]3[C:38](=[N:39][CH:40]=[C:41]([F:44])[CH:42]=3)[N:37](S(C3C=CC(C)=CC=3)(=O)=O)[CH:36]=2)=[C:31]([CH:34]=1)[C:32]#[N:33]. Given the product [F:26][C:27]1[C:28]([NH:55][C@@H:56]([C:59]([CH3:62])([CH3:61])[CH3:60])[CH2:57][OH:58])=[N:29][C:30]([C:35]2[C:43]3[C:38](=[N:39][CH:40]=[C:41]([F:44])[CH:42]=3)[NH:37][CH:36]=2)=[C:31]([CH:34]=1)[C:32]#[N:33], predict the reactants needed to synthesize it. (4) Given the product [Cl:1][C:2]1[CH:7]=[C:6]([CH3:8])[N:5]=[C:4]([CH3:9])[C:3]=1[C:10]([NH:20][CH3:19])=[O:12], predict the reactants needed to synthesize it. The reactants are: [Cl:1][C:2]1[CH:7]=[C:6]([CH3:8])[N:5]=[C:4]([CH3:9])[C:3]=1[C:10]([OH:12])=O.C(Cl)(=O)C(Cl)=O.[CH3:19][NH2:20].C1COCC1. (5) Given the product [O:11]1[CH2:16][CH2:15][CH2:14][CH2:13][CH:12]1[N:1]1[C:9]2[C:4](=[CH:5][C:6]([OH:10])=[CH:7][CH:8]=2)[CH:3]=[N:2]1, predict the reactants needed to synthesize it. The reactants are: [NH:1]1[C:9]2[C:4](=[CH:5][C:6]([OH:10])=[CH:7][CH:8]=2)[CH:3]=[N:2]1.[O:11]1[CH:16]=[CH:15][CH2:14][CH2:13][CH2:12]1. (6) Given the product [CH3:55][Si:2]([CH3:1])([O:7][C@@H:8]1[C@H:12]([O:13][Si:14]([CH3:20])([CH3:19])[C:15]([CH3:16])([CH3:17])[CH3:18])[C@@H:11]([CH2:21][O:22][Si:23]([CH3:28])([CH3:29])[C:24]([CH3:27])([CH3:26])[CH3:25])[O:10][C@H:9]1[N:30]1[CH:38]=[N:37][C:36]2[C:31]1=[N:32][C:33]([N:45]1[CH:49]=[C:48]([C:50]([OH:52])=[O:51])[CH:47]=[N:46]1)=[N:34][C:35]=2[NH:39][CH:40]1[CH2:44][CH2:43][CH2:42][CH2:41]1)[C:3]([CH3:4])([CH3:5])[CH3:6], predict the reactants needed to synthesize it. The reactants are: [CH3:1][Si:2]([CH3:55])([O:7][C@@H:8]1[C@H:12]([O:13][Si:14]([CH3:20])([CH3:19])[C:15]([CH3:18])([CH3:17])[CH3:16])[C@@H:11]([CH2:21][O:22][Si:23]([CH3:29])([CH3:28])[C:24]([CH3:27])([CH3:26])[CH3:25])[O:10][C@H:9]1[N:30]1[CH:38]=[N:37][C:36]2[C:31]1=[N:32][C:33]([N:45]1[CH:49]=[C:48]([C:50]([O:52]CC)=[O:51])[CH:47]=[N:46]1)=[N:34][C:35]=2[NH:39][CH:40]1[CH2:44][CH2:43][CH2:42][CH2:41]1)[C:3]([CH3:6])([CH3:5])[CH3:4].[OH-].[K+]. (7) Given the product [Si:1]([O:8][CH2:9][C:10]1[CH:11]=[CH:12][N:13]([C:24]([O:25][CH3:26])=[O:27])[CH:14]([CH2:19][CH2:18][C:17]([CH3:23])([CH3:22])[CH3:16])[CH:15]=1)([C:4]([CH3:7])([CH3:6])[CH3:5])([CH3:3])[CH3:2], predict the reactants needed to synthesize it. The reactants are: [Si:1]([O:8][CH2:9][C:10]1[CH:15]=[CH:14][N:13]=[CH:12][CH:11]=1)([C:4]([CH3:7])([CH3:6])[CH3:5])([CH3:3])[CH3:2].[CH3:16][C:17]([CH3:23])([CH3:22])[CH2:18][CH2:19][Mg]Cl.[C:24](Cl)(=[O:27])[O:25][CH3:26].O.